From a dataset of Forward reaction prediction with 1.9M reactions from USPTO patents (1976-2016). Predict the product of the given reaction. (1) Given the reactants [CH2:1]([S-:4])[CH2:2][CH3:3].[Na+].Cl[C:7]1[C:20]2[C:11](=[C:12]3[C:17](=[CH:18][CH:19]=2)[CH:16]=[CH:15][CH:14]=[N:13]3)[N:10]=[C:9]([CH3:21])[CH:8]=1, predict the reaction product. The product is: [CH3:21][C:9]1[CH:8]=[C:7]([S:4][CH2:1][CH2:2][CH3:3])[C:20]2[C:11](=[C:12]3[C:17](=[CH:18][CH:19]=2)[CH:16]=[CH:15][CH:14]=[N:13]3)[N:10]=1. (2) The product is: [CH:29]1([C:25]([OH:35])([C:19]2[CH:24]=[CH:23][CH:22]=[CH:21][CH:20]=2)[C:26]([O:28][CH2:42][C:41]#[C:40][CH2:39][N:38]([CH2:44][CH3:45])[CH2:36][CH3:37])=[O:27])[CH2:30][CH2:31][CH2:32][CH2:33][CH2:34]1. Given the reactants O.ON1C2C=CC=CC=2N=N1.CN1CCOCC1.[CH:19]1([C:25]([OH:35])([C:29]2[CH:34]=[CH:33][CH:32]=[CH:31][CH:30]=2)[C:26]([OH:28])=[O:27])[CH2:24][CH2:23][CH2:22][CH2:21][CH2:20]1.[CH2:36]([N:38]([CH2:44][CH3:45])[CH2:39][C:40]#[C:41][CH2:42]O)[CH3:37].Cl.CN(C)CCCN=C=NCC, predict the reaction product. (3) The product is: [C:1]([O:5][C:6](=[O:30])[NH:7][CH:8]([C:12]1[N:21]([CH2:22][C:23]2[CH:28]=[CH:27][CH:26]=[CH:25][CH:24]=2)[C:15]2[CH:16]=[CH:17][C:18]([CH3:20])=[CH:19][C:14]=2[N:13]=1)[CH:9]([CH3:11])[CH3:10])([CH3:4])([CH3:3])[CH3:2]. Given the reactants [C:1]([O:5][C:6](=[O:30])[NH:7][CH:8]([C:12](=O)[NH:13][C:14]1[CH:19]=[C:18]([CH3:20])[CH:17]=[CH:16][C:15]=1[NH:21][CH2:22][C:23]1[CH:28]=[CH:27][CH:26]=[CH:25][CH:24]=1)[CH:9]([CH3:11])[CH3:10])([CH3:4])([CH3:3])[CH3:2], predict the reaction product. (4) Given the reactants [NH2:1][CH:2]([CH2:12][C:13]1[CH:18]=[CH:17][CH:16]=[C:15]([C:19]([F:22])([F:21])[CH3:20])[CH:14]=1)[CH:3]([C:5]1[CH:10]=[CH:9][C:8]([F:11])=[CH:7][CH:6]=1)[OH:4].[C:23]1([C:34](O)=[O:35])[CH:24]=[CH:25][CH:26]=[C:27]2[CH2:33][CH2:32][CH2:31][CH:30]=[CH:29][C:28]=12.O.ON1C2C=CC=CC=2N=N1.Cl.C(N=C=NCCCN(C)C)C, predict the reaction product. The product is: [F:21][C:19]([C:15]1[CH:14]=[C:13]([CH:18]=[CH:17][CH:16]=1)[CH2:12][CH:2]([NH:1][C:34]([C:23]1[CH:24]=[CH:25][CH:26]=[C:27]2[CH2:33][CH2:32][CH2:31][CH:30]=[CH:29][C:28]=12)=[O:35])[CH:3]([C:5]1[CH:10]=[CH:9][C:8]([F:11])=[CH:7][CH:6]=1)[OH:4])([F:22])[CH3:20]. (5) Given the reactants [Cl:1][C:2]1[CH:3]=[C:4]2[C:12](=[CH:13][CH:14]=1)[NH:11][C:10]1[C:9]([O:15][CH2:16][CH2:17][CH2:18][NH2:19])=[C:8]3[NH:20][C:21]4[CH:22]=[CH:23][C:24]([Cl:27])=[CH:25][C:26]=4[C:7]3=[CH:6][C:5]2=1.[NH:28]1[C:36]2[C:31](=[CH:32][CH:33]=[CH:34][CH:35]=2)[C:30]([CH:37]=O)=[CH:29]1.[BH-](OC(C)=O)(OC(C)=O)OC(C)=O.[Na+].CC(O)=O, predict the reaction product. The product is: [NH:28]1[C:36]2[C:31](=[CH:32][CH:33]=[CH:34][CH:35]=2)[C:30]([CH2:37][NH:19][CH2:18][CH2:17][CH2:16][O:15][C:9]2[C:8]3[NH:20][C:21]4[C:26](=[CH:25][C:24]([Cl:27])=[CH:23][CH:22]=4)[C:7]=3[CH:6]=[C:5]3[C:4]4[CH:3]=[C:2]([Cl:1])[CH:14]=[CH:13][C:12]=4[NH:11][C:10]=23)=[CH:29]1. (6) Given the reactants [CH3:1][C:2]1[NH:3][C:4]2[C:5](=[O:14])[CH2:6][CH2:7][CH2:8][C:9]=2[C:10]=1[C:11]([OH:13])=O.[NH2:15][CH2:16][CH:17]([OH:26])[CH2:18][N:19]1[CH2:24][CH2:23][N:22]([CH3:25])[CH2:21][CH2:20]1, predict the reaction product. The product is: [OH:26][CH:17]([CH2:18][N:19]1[CH2:20][CH2:21][N:22]([CH3:25])[CH2:23][CH2:24]1)[CH2:16][NH:15][C:11]([C:10]1[C:9]2[CH2:8][CH2:7][CH2:6][C:5](=[O:14])[C:4]=2[NH:3][C:2]=1[CH3:1])=[O:13]. (7) Given the reactants C([O:5][C:6](=[O:33])/[CH:7]=[CH:8]/[C:9]1[C:10]([NH:23][S:24]([C:27]2[CH:32]=[CH:31][CH:30]=[CH:29][CH:28]=2)(=[O:26])=[O:25])=[C:11]([C:19]([O:21][CH3:22])=[O:20])[C:12]2[CH2:13][CH2:14][CH2:15][CH2:16][C:17]=2[CH:18]=1)(C)(C)C.C(O)(C(F)(F)F)=O, predict the reaction product. The product is: [CH3:22][O:21][C:19]([C:11]1[C:12]2[CH2:13][CH2:14][CH2:15][CH2:16][C:17]=2[CH:18]=[C:9](/[CH:8]=[CH:7]/[C:6]([OH:33])=[O:5])[C:10]=1[NH:23][S:24]([C:27]1[CH:32]=[CH:31][CH:30]=[CH:29][CH:28]=1)(=[O:25])=[O:26])=[O:20].